Task: Predict the reactants needed to synthesize the given product.. Dataset: Full USPTO retrosynthesis dataset with 1.9M reactions from patents (1976-2016) Given the product [NH2:1][C:2]1[C:3]([C:13]([O:15][CH3:16])=[O:14])=[CH:4][C:5]([Br:17])=[C:6]2[C:11]=1[N:10]([CH3:12])[CH2:9][CH2:8][CH2:7]2, predict the reactants needed to synthesize it. The reactants are: [NH2:1][C:2]1[C:3]([C:13]([O:15][CH3:16])=[O:14])=[CH:4][CH:5]=[C:6]2[C:11]=1[N:10]([CH3:12])[CH2:9][CH2:8][CH2:7]2.[Br:17]Br.